Task: Predict the reaction yield, written as a fraction of the theoretical maximum amount of product (1.0 means a 100% yield; for example, 0.34 means a 34% yield).. Dataset: Reaction yield outcomes from USPTO patents with 853,638 reactions (1) The reactants are [CH3:1][N:2]1[C:6]2[CH:7]=[CH:8][C:9]([N+:11]([O-])=O)=[CH:10][C:5]=2[CH2:4][S:3]1(=[O:15])=[O:14].CCOC(C)=O.[O:22]1[CH2:24][C@@H:23]1[CH2:25][NH:26][C:27](=[O:29])[CH3:28].FC(F)(F)S([O-])(=O)=O.[Mg+2].FC(F)(F)S([O-])(=O)=O. The catalyst is [Pd].CC#N. The product is [OH:22][C@H:23]([CH2:24][NH:11][C:9]1[CH:8]=[CH:7][C:6]2[N:2]([CH3:1])[S:3](=[O:15])(=[O:14])[CH2:4][C:5]=2[CH:10]=1)[CH2:25][NH:26][C:27](=[O:29])[CH3:28]. The yield is 0.790. (2) The reactants are C([Si](C)(C)[O:6][CH2:7][CH2:8][NH:9][C:10]1[N:17]=[C:16]([O:18][C:19]2[CH:24]=[CH:23][C:22]([B:25]3[O:29]C(C)(C)[C:27](C)(C)[O:26]3)=[C:21](C=O)[CH:20]=2)[CH:15]=[CH:14][C:11]=1[C:12]#[N:13])(C)(C)C.[BH4-].[Na+].Cl. The catalyst is CO. The product is [OH:29][B:25]1[C:22]2[CH:21]=[CH:20][C:19]([O:18][C:16]3[CH:15]=[CH:14][C:11]([C:12]#[N:13])=[C:10]([NH:9][CH2:8][CH2:7][OH:6])[N:17]=3)=[CH:24][C:23]=2[CH2:27][O:26]1. The yield is 0.130. (3) The reactants are [CH2:1]([N:5]1[C:13]2[N:12]=[C:11]([Cl:14])[N:10](CC=C)[C:9]=2[C:8](=[O:18])[NH:7][C:6]1=[O:19])[CH2:2][CH2:3][CH3:4].[C:20]1([CH2:26][C:27]2[N:31]=[C:30]([CH2:32][CH2:33][CH2:34]O)[O:29][N:28]=2)[CH:25]=[CH:24][CH:23]=[CH:22][CH:21]=1.C1C=CC(P(C2C=CC=CC=2)C2C=CC=CC=2)=CC=1.C1C=CC(COC(/N=N/C(OCC2C=CC=CC=2)=O)=O)=CC=1.N1CCOCC1. The catalyst is C1COCC1.C1C=CC([P]([Pd]([P](C2C=CC=CC=2)(C2C=CC=CC=2)C2C=CC=CC=2)([P](C2C=CC=CC=2)(C2C=CC=CC=2)C2C=CC=CC=2)[P](C2C=CC=CC=2)(C2C=CC=CC=2)C2C=CC=CC=2)(C2C=CC=CC=2)C2C=CC=CC=2)=CC=1. The product is [CH2:1]([N:5]1[C:13]2[N:12]=[C:11]([Cl:14])[NH:10][C:9]=2[C:8](=[O:18])[N:7]([CH2:34][CH2:33][CH2:32][C:30]2[O:29][N:28]=[C:27]([CH2:26][C:20]3[CH:25]=[CH:24][CH:23]=[CH:22][CH:21]=3)[N:31]=2)[C:6]1=[O:19])[CH2:2][CH2:3][CH3:4]. The yield is 0.230.